Task: Predict the reaction yield, written as a fraction of the theoretical maximum amount of product (1.0 means a 100% yield; for example, 0.34 means a 34% yield).. Dataset: Reaction yield outcomes from USPTO patents with 853,638 reactions (1) The reactants are C([O:4][CH2:5][C@H:6]1[CH2:11][C@@H:10]([O:12]C(=O)C)[CH2:9][CH2:8][C@@:7]1([C@H:17]1[CH2:25][CH2:24][C@@:23]2([CH3:26])[C@@H:19]([CH2:20][CH2:21][C:22]2=[CH2:27])[C@@H:18]1[CH2:28]O)[CH3:16])(=O)C.CCN(CC)CC.CS(Cl)(=O)=O.[OH-].[K+].[NH:44]1[C:52]2[C:47](=[CH:48][CH:49]=[CH:50][CH:51]=2)[CH:46]=[CH:45]1.S([O-])(=O)(=O)C. The catalyst is C(Cl)Cl.CN(C=O)C.CCOC(C)=O. The product is [N:44]1([CH2:28][C@@H:18]2[C@@H:17]([C@@:7]3([CH3:16])[CH2:8][CH2:9][C@H:10]([OH:12])[CH2:11][C@@H:6]3[CH2:5][OH:4])[CH2:25][CH2:24][C@@:23]3([CH3:26])[C@H:19]2[CH2:20][CH2:21][C:22]3=[CH2:27])[C:52]2[C:47](=[CH:48][CH:49]=[CH:50][CH:51]=2)[CH:46]=[CH:45]1. The yield is 0.170. (2) The reactants are [CH2:1]([C:9]1[CH:14]=[CH:13][NH:12][C:11](=[O:15])[CH:10]=1)[CH2:2][C:3]1[CH:8]=[CH:7][CH:6]=[CH:5][CH:4]=1.Br[C:17]1[CH:25]=[C:24]2[C:20]([C:21]3[CH2:30][CH2:29][N:28]([C:31]([O:33][C:34]([CH3:37])([CH3:36])[CH3:35])=[O:32])[CH2:27][C:22]=3[N:23]2[CH3:26])=[CH:19][CH:18]=1. No catalyst specified. The product is [CH3:26][N:23]1[C:24]2[C:20](=[CH:19][CH:18]=[C:17]([N:12]3[CH:13]=[CH:14][C:9]([CH2:1][CH2:2][C:3]4[CH:8]=[CH:7][CH:6]=[CH:5][CH:4]=4)=[CH:10][C:11]3=[O:15])[CH:25]=2)[C:21]2[CH2:30][CH2:29][N:28]([C:31]([O:33][C:34]([CH3:37])([CH3:36])[CH3:35])=[O:32])[CH2:27][C:22]1=2. The yield is 0.600. (3) The reactants are Br[C:2]1[C:7]2[S:8][C:9]([C:11]3[C:16]([Cl:17])=[CH:15][CH:14]=[CH:13][C:12]=3[Cl:18])=[N:10][C:6]=2[CH:5]=[CH:4][N:3]=1.[CH3:19][C:20]1[N:25]=[C:24]([NH2:26])[CH:23]=[C:22]([CH3:27])[N:21]=1.CC1(C)C2C(=C(P(C3C=CC=CC=3)C3C=CC=CC=3)C=CC=2)OC2C(P(C3C=CC=CC=3)C3C=CC=CC=3)=CC=CC1=2.C([O-])([O-])=O.[Cs+].[Cs+]. The catalyst is O1CCOCC1.C1C=CC(/C=C/C(/C=C/C2C=CC=CC=2)=O)=CC=1.C1C=CC(/C=C/C(/C=C/C2C=CC=CC=2)=O)=CC=1.C1C=CC(/C=C/C(/C=C/C2C=CC=CC=2)=O)=CC=1.[Pd].[Pd]. The product is [Cl:18][C:12]1[CH:13]=[CH:14][CH:15]=[C:16]([Cl:17])[C:11]=1[C:9]1[S:8][C:7]2[C:2]([NH:26][C:24]3[CH:23]=[C:22]([CH3:27])[N:21]=[C:20]([CH3:19])[N:25]=3)=[N:3][CH:4]=[CH:5][C:6]=2[N:10]=1. The yield is 0.210. (4) The reactants are [CH2:1]([N:3]1[C:7]2[CH:8]=[CH:9][CH:10]=[CH:11][C:6]=2[NH:5][CH:4]1[CH2:12][C:13]#[N:14])[CH3:2].[Cl:15][C:16]1[N:21]=[C:20](Cl)[CH:19]=[CH:18][N:17]=1. No catalyst specified. The product is [Cl:15][C:16]1[N:21]=[C:20]([CH:12]([CH:4]2[N:3]([CH2:1][CH3:2])[C:7]3[CH:8]=[CH:9][CH:10]=[CH:11][C:6]=3[NH:5]2)[C:13]#[N:14])[CH:19]=[CH:18][N:17]=1. The yield is 0.510. (5) The reactants are [CH3:1][O:2][C:3]1[CH:8]=[C:7]([C:9]2[CH:14]=[CH:13][CH:12]=[CH:11][N:10]=2)[CH:6]=[CH:5][C:4]=1[NH:15][C:16](=[O:22])[O:17][C:18]([CH3:21])([CH3:20])[CH3:19]. The catalyst is CO.[Pt](=O)=O. The product is [CH3:1][O:2][C:3]1[CH:8]=[C:7]([CH:9]2[CH2:14][CH2:13][CH2:12][CH2:11][NH:10]2)[CH:6]=[CH:5][C:4]=1[NH:15][C:16](=[O:22])[O:17][C:18]([CH3:20])([CH3:19])[CH3:21]. The yield is 0.940. (6) The reactants are [CH:1]1[C:9]2[C:8]3[CH:10]=[CH:11][CH:12]=[CH:13][C:7]=3[O:6][C:5]=2[C:4](B(O)O)=[CH:3][CH:2]=1.Br[C:18]1[CH:23]=[CH:22][C:21]([Si:24]([CH3:27])([CH3:26])[CH3:25])=[CH:20][CH:19]=1.C([O-])([O-])=O.[K+].[K+]. The catalyst is C1(C)C=CC=CC=1.C(O)C.O.C1C=CC([P]([Pd]([P](C2C=CC=CC=2)(C2C=CC=CC=2)C2C=CC=CC=2)([P](C2C=CC=CC=2)(C2C=CC=CC=2)C2C=CC=CC=2)[P](C2C=CC=CC=2)(C2C=CC=CC=2)C2C=CC=CC=2)(C2C=CC=CC=2)C2C=CC=CC=2)=CC=1. The product is [CH:1]1[C:9]2[C:8]3[CH:10]=[CH:11][CH:12]=[CH:13][C:7]=3[O:6][C:5]=2[C:4]([C:18]2[CH:23]=[CH:22][C:21]([Si:24]([CH3:27])([CH3:26])[CH3:25])=[CH:20][CH:19]=2)=[CH:3][CH:2]=1. The yield is 0.960. (7) The reactants are [Cl:1][C:2]1[CH:10]=[C:9]([F:11])[C:8]([N+:12]([O-:14])=[O:13])=[CH:7][C:3]=1[C:4](Cl)=[O:5].[CH:15]1([NH2:20])[CH2:19][CH2:18][CH2:17][CH2:16]1. The catalyst is C(Cl)Cl. The product is [Cl:1][C:2]1[CH:10]=[C:9]([F:11])[C:8]([N+:12]([O-:14])=[O:13])=[CH:7][C:3]=1[C:4]([NH:20][CH:15]1[CH2:19][CH2:18][CH2:17][CH2:16]1)=[O:5].[Cl:1][C:2]1[CH:10]=[C:9]([NH:20][CH:15]2[CH2:19][CH2:18][CH2:17][CH2:16]2)[C:8]([N+:12]([O-:14])=[O:13])=[CH:7][C:3]=1[C:4]([NH:20][CH:15]1[CH2:19][CH2:18][CH2:17][CH2:16]1)=[O:5]. The yield is 0.280. (8) The reactants are [CH3:1][C:2]1[C:6]([C:7]([OH:9])=[O:8])=[CH:5][NH:4][N:3]=1.S(Cl)(Cl)=O.[CH3:14]O. No catalyst specified. The product is [CH3:1][C:2]1[C:6]([C:7]([O:9][CH3:14])=[O:8])=[CH:5][NH:4][N:3]=1. The yield is 0.570. (9) The reactants are CS(O[CH2:6][C@H:7]1[CH2:18][CH2:17][C:16]2[S:15][C:14]3[N:13]=[CH:12][N:11]=[C:10]([O:19][CH:20]4[CH2:25][CH2:24][CH:23]([N:26]([CH3:34])[C:27](=[O:33])[O:28][C:29]([CH3:32])([CH3:31])[CH3:30])[CH2:22][CH2:21]4)[C:9]=3[C:8]1=2)(=O)=O.[C-:35]#[N:36].[Na+]. The catalyst is CS(C)=O.CN(C)C1C=CN=CC=1. The product is [C:35]([CH2:6][C@H:7]1[CH2:18][CH2:17][C:16]2[S:15][C:14]3[N:13]=[CH:12][N:11]=[C:10]([O:19][CH:20]4[CH2:21][CH2:22][CH:23]([N:26]([CH3:34])[C:27](=[O:33])[O:28][C:29]([CH3:30])([CH3:31])[CH3:32])[CH2:24][CH2:25]4)[C:9]=3[C:8]1=2)#[N:36]. The yield is 0.910. (10) The reactants are Cl[C:2]1[NH:3][C:4]([C:12]2[CH:17]=[CH:16][CH:15]=[CH:14][C:13]=2[F:18])=[C:5]([CH3:11])[C:6]=1[C:7]([O:9][CH3:10])=[O:8]. The catalyst is CO.[C].[Pd]. The product is [F:18][C:13]1[CH:14]=[CH:15][CH:16]=[CH:17][C:12]=1[C:4]1[NH:3][CH:2]=[C:6]([C:7]([O:9][CH3:10])=[O:8])[C:5]=1[CH3:11]. The yield is 0.760.